Dataset: Reaction yield outcomes from USPTO patents with 853,638 reactions. Task: Predict the reaction yield, written as a fraction of the theoretical maximum amount of product (1.0 means a 100% yield; for example, 0.34 means a 34% yield). (1) The reactants are [OH:1][NH:2][C:3]([C@H:5]1[C@@H:9]([NH:10][S:11]([C:14]2[CH:19]=[CH:18][C:17]([O:20][CH2:21][C:22]3[C:31]4[C:26](=[CH:27][CH:28]=[CH:29][CH:30]=4)[N:25]=[C:24]([CH3:32])[CH:23]=3)=[CH:16][CH:15]=2)(=[O:13])=[O:12])[CH2:8][N:7](C(OC(C)(C)C)=O)[CH2:6]1)=[O:4].FC(F)(F)C(O)=O. The catalyst is ClCCl. The product is [OH:1][NH:2][C:3]([C@H:5]1[C@@H:9]([NH:10][S:11]([C:14]2[CH:19]=[CH:18][C:17]([O:20][CH2:21][C:22]3[C:31]4[C:26](=[CH:27][CH:28]=[CH:29][CH:30]=4)[N:25]=[C:24]([CH3:32])[CH:23]=3)=[CH:16][CH:15]=2)(=[O:13])=[O:12])[CH2:8][NH:7][CH2:6]1)=[O:4]. The yield is 1.00. (2) The catalyst is OS(O)(=O)=O. The product is [CH2:1]([C@@:4]1([C:26]2[CH:27]=[CH:28][C:29]([F:32])=[CH:30][CH:31]=2)[O:9][C:8](=[O:10])[N:7]([C@H:11]([C:13]2[CH:14]=[CH:15][C:16]([C:19]3[CH:24]=[CH:23][C:22](=[O:34])[NH:21][CH:20]=3)=[CH:17][CH:18]=2)[CH3:12])[CH2:6][CH2:5]1)[CH:2]=[CH2:3]. The yield is 0.590. The reactants are [CH2:1]([C@@:4]1([C:26]2[CH:31]=[CH:30][C:29]([F:32])=[CH:28][CH:27]=2)[O:9][C:8](=[O:10])[N:7]([C@H:11]([C:13]2[CH:18]=[CH:17][C:16]([C:19]3[CH:20]=[N:21][C:22](N)=[CH:23][CH:24]=3)=[CH:15][CH:14]=2)[CH3:12])[CH2:6][CH2:5]1)[CH:2]=[CH2:3].N([O-])=[O:34].[Na+].[OH-].[Na+]. (3) The reactants are Br[CH2:2][CH2:3][CH2:4][CH2:5][CH2:6][CH2:7][CH2:8][CH2:9][CH2:10][CH2:11][CH2:12][C:13]([OH:15])=[O:14].[I:16][C:17]1[CH:22]=[C:21]([I:23])[CH:20]=[C:19]([I:24])[C:18]=1[OH:25].[OH-].[K+]. The catalyst is C(O)C. The product is [I:16][C:17]1[CH:22]=[C:21]([I:23])[CH:20]=[C:19]([I:24])[C:18]=1[O:25][CH2:2][CH2:3][CH2:4][CH2:5][CH2:6][CH2:7][CH2:8][CH2:9][CH2:10][CH2:11][CH2:12][C:13]([OH:15])=[O:14]. The yield is 0.600. (4) The reactants are [C:1]([O:5][C:6]([C@@H:8]([CH2:12][CH2:13][OH:14])[C:9]([OH:11])=[O:10])=[O:7])([CH3:4])([CH3:3])[CH3:2].[CH:15]1([NH:21][CH:22]2[CH2:27][CH2:26][CH2:25][CH2:24][CH2:23]2)[CH2:20][CH2:19][CH2:18][CH2:17][CH2:16]1. The catalyst is CCO. The product is [C:1]([O:5][C:6]([C@@H:8]([CH2:12][CH2:13][OH:14])[C:9]([OH:11])=[O:10])=[O:7])([CH3:3])([CH3:4])[CH3:2].[CH:22]1([NH:21][CH:15]2[CH2:16][CH2:17][CH2:18][CH2:19][CH2:20]2)[CH2:23][CH2:24][CH2:25][CH2:26][CH2:27]1. The yield is 0.950. (5) The reactants are [F:1][C:2]1[C:3]([C:13]([O:15][CH2:16][CH3:17])=[O:14])=[CH:4][NH:5][C:6]=1[C:7]1[CH:12]=[CH:11][CH:10]=[CH:9][CH:8]=1.[H-].[Na+].C1OCCOCCOCCOCCOC1.[C:35]1([S:41](Cl)(=[O:43])=[O:42])[CH:40]=[CH:39][CH:38]=[CH:37][CH:36]=1. The catalyst is O1CCCC1.[Cl-].[Na+].O. The product is [F:1][C:2]1[C:3]([C:13]([O:15][CH2:16][CH3:17])=[O:14])=[CH:4][N:5]([S:41]([C:35]2[CH:40]=[CH:39][CH:38]=[CH:37][CH:36]=2)(=[O:43])=[O:42])[C:6]=1[C:7]1[CH:12]=[CH:11][CH:10]=[CH:9][CH:8]=1. The yield is 0.380. (6) The reactants are [C:1]([Si:5]([CH3:28])([CH3:27])[O:6][C:7]1[C:8]([O:25][CH3:26])=[C:9]([CH:15]([C:17]2[C:18]([Cl:24])=[N:19][C:20]([Cl:23])=[N:21][CH:22]=2)[OH:16])[C:10]([F:14])=[C:11]([F:13])[CH:12]=1)([CH3:4])([CH3:3])[CH3:2].C(=O)(O)[O-].[Na+].Cl[O-].[Na+].C(OCC)(=O)C. The catalyst is C(Cl)Cl.O.[Br-].C([N+](CCCC)(CCCC)CCCC)CCC.CC1(C)N([O])C(C)(C)CCC1. The product is [C:1]([Si:5]([CH3:28])([CH3:27])[O:6][C:7]1[C:8]([O:25][CH3:26])=[C:9]([C:15]([C:17]2[C:18]([Cl:24])=[N:19][C:20]([Cl:23])=[N:21][CH:22]=2)=[O:16])[C:10]([F:14])=[C:11]([F:13])[CH:12]=1)([CH3:4])([CH3:3])[CH3:2]. The yield is 0.960. (7) The reactants are [OH:1][C:2]1[CH:7]=[CH:6][C:5]([N:8]2[C:13](=[O:14])[C:12]([CH2:15][C:16]3[CH:21]=[CH:20][C:19]([C:22]4[C:23]([C:28]#[N:29])=[CH:24][CH:25]=[CH:26][CH:27]=4)=[CH:18][CH:17]=3)=[C:11]([CH2:30][CH2:31][CH3:32])[N:10]=[C:9]2[CH3:33])=[CH:4][CH:3]=1.[Si](O[CH:42]1[CH2:47][CH2:46][CH2:45][CH:44]([OH:48])[CH2:43]1)(C(C)(C)C)(C)C.C1(P(C2C=CC=CC=2)C2C=CC=CC=2)C=CC=CC=1.[N:69]([C:70]([O:72]C(C)C)=[O:71])=[N:69][C:70]([O:72]C(C)C)=[O:71]. The catalyst is O1CCCC1.O.C(OCC)(=O)C. The product is [OH:48][CH:44]1[CH2:43][CH2:42][CH2:47][CH:46]([O:1][C:2]2[CH:3]=[CH:4][C:5]([N:8]3[C:13](=[O:14])[C:12]([CH2:15][C:16]4[CH:21]=[CH:20][C:19]([C:22]5[CH:27]=[CH:26][CH:25]=[CH:24][C:23]=5[C:28]5[NH:69][C:70](=[O:71])[O:72][N:29]=5)=[CH:18][CH:17]=4)=[C:11]([CH2:30][CH2:31][CH3:32])[N:10]=[C:9]3[CH3:33])=[CH:6][CH:7]=2)[CH2:45]1. The yield is 0.500. (8) The reactants are Cl[C:2]1[N:7]=[C:6]2[S:8][C:9]([NH:11][C:12]3[CH:17]=[C:16]([CH2:18][C:19]4[CH:24]=[CH:23][CH:22]=[CH:21][CH:20]=4)[N:15]=[C:14]([NH:25][C@H:26]4[CH2:31][CH2:30][C@H:29]([OH:32])[CH2:28][CH2:27]4)[N:13]=3)=[N:10][C:5]2=[CH:4][CH:3]=1.[NH:33]1[CH2:38][CH2:37][O:36][CH2:35][CH2:34]1. No catalyst specified. The product is [N:33]1([C:2]2[N:7]=[C:6]3[S:8][C:9]([NH:11][C:12]4[CH:17]=[C:16]([CH2:18][C:19]5[CH:24]=[CH:23][CH:22]=[CH:21][CH:20]=5)[N:15]=[C:14]([NH:25][C@H:26]5[CH2:31][CH2:30][C@H:29]([OH:32])[CH2:28][CH2:27]5)[N:13]=4)=[N:10][C:5]3=[CH:4][CH:3]=2)[CH2:38][CH2:37][O:36][CH2:35][CH2:34]1. The yield is 0.520.